This data is from Full USPTO retrosynthesis dataset with 1.9M reactions from patents (1976-2016). The task is: Predict the reactants needed to synthesize the given product. (1) Given the product [C:1]([O:5][C:6](=[O:18])[NH:7][CH2:8][C@H:9]1[C@H:13]([C:14]([F:15])([F:16])[F:17])[CH2:12][N:11]([C:29](=[O:28])[NH:30][C:31]2[CH:36]=[CH:35][C:34]([N:37]3[CH:42]=[CH:41][CH:40]=[CH:39][C:38]3=[O:43])=[CH:33][C:32]=2[F:44])[CH2:10]1)([CH3:4])([CH3:2])[CH3:3], predict the reactants needed to synthesize it. The reactants are: [C:1]([O:5][C:6](=[O:18])[NH:7][CH2:8][C@H:9]1[C@H:13]([C:14]([F:17])([F:16])[F:15])[CH2:12][NH:11][CH2:10]1)([CH3:4])([CH3:3])[CH3:2].[N+](C1C=CC([O:28][C:29](=O)[NH:30][C:31]2[CH:36]=[CH:35][C:34]([N:37]3[CH:42]=[CH:41][CH:40]=[CH:39][C:38]3=[O:43])=[CH:33][C:32]=2[F:44])=CC=1)([O-])=O. (2) Given the product [N+:1]([C:4]1[CH:12]=[CH:11][C:7]([C:8]([O:20][CH2:13][C:14]2[CH:19]=[CH:18][CH:17]=[CH:16][CH:15]=2)=[O:9])=[CH:6][CH:5]=1)([O-:3])=[O:2], predict the reactants needed to synthesize it. The reactants are: [N+:1]([C:4]1[CH:12]=[CH:11][C:7]([C:8](Cl)=[O:9])=[CH:6][CH:5]=1)([O-:3])=[O:2].[CH2:13]([OH:20])[C:14]1[CH:19]=[CH:18][CH:17]=[CH:16][CH:15]=1.C([O-])(O)=O.[Na+].